From a dataset of Peptide-MHC class II binding affinity with 134,281 pairs from IEDB. Regression. Given a peptide amino acid sequence and an MHC pseudo amino acid sequence, predict their binding affinity value. This is MHC class II binding data. The peptide sequence is EDKYFAATQFEPLAA. The MHC is DRB1_1602 with pseudo-sequence DRB1_1602. The binding affinity (normalized) is 0.428.